Dataset: Full USPTO retrosynthesis dataset with 1.9M reactions from patents (1976-2016). Task: Predict the reactants needed to synthesize the given product. (1) Given the product [CH:1]([O:4][C:5]1[CH:31]=[CH:30][C:8]([CH2:9][O:10][C:11]2[CH:12]=[C:13]3[C:17](=[CH:18][CH:19]=2)[N:16]2[CH2:20][CH2:21][CH2:22][CH:23]([CH2:24][C:25]([OH:27])=[O:26])[C:15]2=[CH:14]3)=[CH:7][C:6]=1[C:32]([F:35])([F:33])[F:34])([CH3:3])[CH3:2], predict the reactants needed to synthesize it. The reactants are: [CH:1]([O:4][C:5]1[CH:31]=[CH:30][C:8]([CH2:9][O:10][C:11]2[CH:12]=[C:13]3[C:17](=[CH:18][CH:19]=2)[N:16]2[CH2:20][CH2:21][CH2:22][CH:23]([CH2:24][C:25]([O:27]CC)=[O:26])[C:15]2=[CH:14]3)=[CH:7][C:6]=1[C:32]([F:35])([F:34])[F:33])([CH3:3])[CH3:2].[Li+].[OH-].C(O)(=O)CC(CC(O)=O)(C(O)=O)O.C(Cl)Cl. (2) Given the product [C:1]([C:3]1[C:4]([N:22]2[CH2:23][CH2:24][CH:25]([C:28]([NH:67][S:64]([N:63]([CH3:62])[C:68]3[CH:73]=[CH:72][CH:71]=[CH:70][CH:69]=3)(=[O:66])=[O:65])=[O:29])[CH2:26][CH2:27]2)=[N:5][C:6]([CH2:14][N:15]2[CH2:20][CH2:19][CH2:18][CH2:17][C:16]2=[O:21])=[C:7]([C:9]([CH:11]2[CH2:13][CH2:12]2)=[O:10])[CH:8]=1)#[N:2], predict the reactants needed to synthesize it. The reactants are: [C:1]([C:3]1[C:4]([N:22]2[CH2:27][CH2:26][CH:25]([C:28](O)=[O:29])[CH2:24][CH2:23]2)=[N:5][C:6]([CH2:14][N:15]2[CH2:20][CH2:19][CH2:18][CH2:17][C:16]2=[O:21])=[C:7]([C:9]([CH:11]2[CH2:13][CH2:12]2)=[O:10])[CH:8]=1)#[N:2].CN(C(ON1N=NC2C=CC=CC1=2)=[N+](C)C)C.[B-](F)(F)(F)F.CCN(C(C)C)C(C)C.[CH3:62][N:63]([C:68]1[CH:73]=[CH:72][CH:71]=[CH:70][CH:69]=1)[S:64]([NH2:67])(=[O:66])=[O:65]. (3) Given the product [CH3:35][O:34][CH2:33][C@H:32]([CH3:36])[O:31][C:16]1[CH:15]=[C:14]([C:11]2[NH:10][C:9]([C:7]3[O:5][CH2:4][C@@H:3]([C@@H:2]([OH:1])[CH3:37])[N:6]=3)=[CH:13][CH:12]=2)[CH:19]=[C:18]([O:20][C:21]2[CH:22]=[N:23][C:24]([S:27]([CH3:30])(=[O:28])=[O:29])=[CH:25][CH:26]=2)[CH:17]=1, predict the reactants needed to synthesize it. The reactants are: [OH:1][C@@H:2]([CH3:37])[C@@H:3]([NH:6][C:7]([C:9]1[NH:10][C:11]([C:14]2[CH:19]=[C:18]([O:20][C:21]3[CH:22]=[N:23][C:24]([S:27]([CH3:30])(=[O:29])=[O:28])=[CH:25][CH:26]=3)[CH:17]=[C:16]([O:31][C@@H:32]([CH3:36])[CH2:33][O:34][CH3:35])[CH:15]=2)=[CH:12][CH:13]=1)=O)[CH2:4][OH:5].CS(O)(=O)=O.C(N(CC)CC)C.C(=O)([O-])O.[Na+].